This data is from Reaction yield outcomes from USPTO patents with 853,638 reactions. The task is: Predict the reaction yield, written as a fraction of the theoretical maximum amount of product (1.0 means a 100% yield; for example, 0.34 means a 34% yield). (1) The reactants are [Cl:1][C:2]1[CH:18]=[CH:17][C:5]([O:6][C:7]2[CH:16]=[CH:15][C:10]([C:11]([O:13]C)=[O:12])=[CH:9][CH:8]=2)=[C:4]([N+:19]([O-:21])=[O:20])[CH:3]=1.[Li+].[OH-].Cl. The catalyst is CO. The product is [Cl:1][C:2]1[CH:18]=[CH:17][C:5]([O:6][C:7]2[CH:8]=[CH:9][C:10]([C:11]([OH:13])=[O:12])=[CH:15][CH:16]=2)=[C:4]([N+:19]([O-:21])=[O:20])[CH:3]=1. The yield is 1.00. (2) The reactants are Cl.[F:2][C:3]([F:27])([F:26])[C:4]1[CH:9]=[CH:8][C:7]([N:10]2[CH2:15][CH2:14][CH:13]([O:16][C:17]3[N:18]=[CH:19][C:20]([C:23](O)=[O:24])=[N:21][CH:22]=3)[CH2:12][CH2:11]2)=[CH:6][CH:5]=1.C(N(CC)CC)C.O.ON1C2C=CC=CC=2N=N1.Cl.CN(C)CCCN=C=NCC.[NH2:58][CH:59]1[CH2:64][CH2:63][N:62]([C:65]([O:67][C:68]([CH3:71])([CH3:70])[CH3:69])=[O:66])[CH2:61][CH2:60]1. The catalyst is CN(C)C=O. The product is [F:26][C:3]([F:2])([F:27])[C:4]1[CH:9]=[CH:8][C:7]([N:10]2[CH2:15][CH2:14][CH:13]([O:16][C:17]3[N:18]=[CH:19][C:20]([C:23]([NH:58][CH:59]4[CH2:60][CH2:61][N:62]([C:65]([O:67][C:68]([CH3:71])([CH3:70])[CH3:69])=[O:66])[CH2:63][CH2:64]4)=[O:24])=[N:21][CH:22]=3)[CH2:12][CH2:11]2)=[CH:6][CH:5]=1. The yield is 0.440. (3) The reactants are [NH:1]1[C:5]2[CH:6]=[CH:7][CH:8]=[CH:9]C=2N=N1.N1CCC[CH2:12][CH2:11]1.[F:16][C:17]([F:50])([F:49])[C:18]1[CH:19]=[C:20]([CH:42]=[C:43]([C:45]([F:48])([F:47])[F:46])[CH:44]=1)[CH2:21][N:22]([CH2:29][C:30]1[CH:37]=[C:36]([C:38]([F:41])([F:40])[F:39])[CH:35]=[CH:34][C:31]=1[CH:32]=O)[C:23]1[N:24]=[N:25][N:26]([CH3:28])[N:27]=1. The yield is 0.230. The catalyst is C(O)C. The product is [F:50][C:17]([F:49])([F:16])[C:18]1[CH:19]=[C:20]([CH:42]=[C:43]([C:45]([F:46])([F:47])[F:48])[CH:44]=1)[CH2:21][N:22]([CH2:29][C:30]1[CH:37]=[C:36]([C:38]([F:39])([F:41])[F:40])[CH:35]=[CH:34][C:31]=1[CH:32]([N:1]1[CH2:5][CH2:6][CH2:7][CH2:8][CH2:9]1)[CH2:11][CH3:12])[C:23]1[N:24]=[N:25][N:26]([CH3:28])[N:27]=1.